Predict the reactants needed to synthesize the given product. From a dataset of Full USPTO retrosynthesis dataset with 1.9M reactions from patents (1976-2016). (1) Given the product [CH:27]1([C:26]2[C:25]3[CH:24]=[CH:23][C:22]([C:33]([NH:58][S:55]([N:54]([CH2:53][CH:52]([O:51][CH3:50])[O:60][CH3:61])[CH3:59])(=[O:57])=[O:56])=[O:34])=[CH:21][C:20]=3[N:18]3[C:17]=2[C:16]2[CH:36]=[CH:37][C:38]([O:40][CH2:41][C:42]4[CH:47]=[CH:46][CH:45]=[CH:44][N:43]=4)=[CH:39][C:15]=2[O:14][CH2:13][C@H:12]([N:11]([CH3:48])[CH2:10][CH2:9][N:8]([CH3:49])[C:6](=[O:7])[O:5][C:1]([CH3:2])([CH3:3])[CH3:4])[CH2:19]3)[CH2:28][CH2:29][CH2:30][CH2:31][CH2:32]1, predict the reactants needed to synthesize it. The reactants are: [C:1]([O:5][C:6]([N:8]([CH3:49])[CH2:9][CH2:10][N:11]([CH3:48])[C@@H:12]1[CH2:19][N:18]2[C:20]3[CH:21]=[C:22]([C:33](O)=[O:34])[CH:23]=[CH:24][C:25]=3[C:26]([CH:27]3[CH2:32][CH2:31][CH2:30][CH2:29][CH2:28]3)=[C:17]2[C:16]2[CH:36]=[CH:37][C:38]([O:40][CH2:41][C:42]3[CH:47]=[CH:46][CH:45]=[CH:44][N:43]=3)=[CH:39][C:15]=2[O:14][CH2:13]1)=[O:7])([CH3:4])([CH3:3])[CH3:2].[CH3:50][O:51][CH:52]([O:60][CH3:61])[CH2:53][N:54]([CH3:59])[S:55]([NH2:58])(=[O:57])=[O:56].C(Cl)CCl. (2) Given the product [Cl:37][C:26]1[CH:27]=[C:28]([O:31][CH2:32][CH2:33][CH2:34][CH2:35][CH3:36])[CH:29]=[CH:30][C:25]=1[CH2:24][N:6]1[C:5]2[CH:7]=[C:8]([O:12][CH2:13][CH2:14][C:15]([CH3:21])([CH3:22])[C:16]([O:18][CH2:19][CH3:20])=[O:17])[CH:9]=[C:10]([CH3:11])[C:4]=2[N:3]=[C:2]1[CH3:1], predict the reactants needed to synthesize it. The reactants are: [CH3:1][C:2]1[NH:6][C:5]2[CH:7]=[C:8]([O:12][CH2:13][CH2:14][C:15]([CH3:22])([CH3:21])[C:16]([O:18][CH2:19][CH3:20])=[O:17])[CH:9]=[C:10]([CH3:11])[C:4]=2[N:3]=1.Br[CH2:24][C:25]1[CH:30]=[CH:29][C:28]([O:31][CH2:32][CH2:33][CH2:34][CH2:35][CH3:36])=[CH:27][C:26]=1[Cl:37]. (3) The reactants are: [O:1]1[C:6]2[CH:7]=[CH:8][C:9]([C:11]3[C:12]([CH:21]([OH:26])[C:22]([O:24][CH3:25])=[O:23])=[C:13]4[C:18](=[CH:19][CH:20]=3)[N:17]=[CH:16][CH:15]=[CH:14]4)=[CH:10][C:5]=2[CH2:4][CH2:3][CH2:2]1.Cl(O)(=O)(=O)=O.C(=O)(O)[O-].[Na+]. Given the product [C:5]([O:26][CH:21]([C:12]1[C:11]([C:9]2[CH:8]=[CH:7][C:6]3[O:1][CH2:2][CH2:3][CH2:4][C:5]=3[CH:10]=2)=[CH:20][CH:19]=[C:18]2[C:13]=1[CH:14]=[CH:15][CH:16]=[N:17]2)[C:22]([O:24][CH3:25])=[O:23])([CH3:10])([CH3:6])[CH3:4], predict the reactants needed to synthesize it. (4) The reactants are: [ClH:1].C(N1CCC([N:14]2[C:26]3[C:25]4[CH:24]=[C:23](C(N5CCC(COCC)CC5)=O)[C:22](C)=[CH:21][C:20]=4[NH:19][C:18](=[O:40])[C:17]=3[CH:16]=[N:15]2)C1)C1C=CC=CC=1. Given the product [ClH:1].[NH:14]1[C:26]2[C:25]3[CH:24]=[CH:23][CH:22]=[CH:21][C:20]=3[NH:19][C:18](=[O:40])[C:17]=2[CH:16]=[N:15]1, predict the reactants needed to synthesize it. (5) The reactants are: [CH2:1]([O:3][C:4]1[CH:5]=[N:6][C:7]([C:10]2[CH:15]=[CH:14][CH:13]=[C:12](B3OC(C)(C)C(C)(C)O3)[CH:11]=2)=[N:8][CH:9]=1)[CH3:2].[Li][CH2:26][CH2:27][CH2:28][CH3:29].O=[N+]([O-])[O-].[O-][N+](=O)[O-].[O-][N+](=O)[O-].[O-][N+](=O)[O-].[O-][N+](=O)[O-].[O-][N+](=O)[O-].[Ce+4].[NH4+].[NH4+].[NH4+].[Cl-:58]. Given the product [CH2:26]([C:9]1[C:4]([O:3][CH2:1][CH3:2])=[CH:5][N:6]=[C:7]([C:10]2[CH:15]=[CH:14][CH:13]=[C:12]([Cl:58])[CH:11]=2)[N:8]=1)[CH2:27][CH2:28][CH3:29], predict the reactants needed to synthesize it.